This data is from Full USPTO retrosynthesis dataset with 1.9M reactions from patents (1976-2016). The task is: Predict the reactants needed to synthesize the given product. The reactants are: [NH2:1][C:2]1[CH:7]=[C:6]([CH3:8])[N:5]=[C:4]([CH3:9])[C:3]=1[CH2:10][OH:11]. Given the product [NH2:1][C:2]1[CH:7]=[C:6]([CH3:8])[N:5]=[C:4]([CH3:9])[C:3]=1[CH:10]=[O:11], predict the reactants needed to synthesize it.